From a dataset of Retrosynthesis with 50K atom-mapped reactions and 10 reaction types from USPTO. Predict the reactants needed to synthesize the given product. (1) The reactants are: CS(=O)(=O)Cl.O=[N+]([O-])c1cnc2ccsc2c1N[C@H]1CC[C@H](CO)CC1. Given the product CS(=O)(=O)OC[C@H]1CC[C@H](Nc2c([N+](=O)[O-])cnc3ccsc23)CC1, predict the reactants needed to synthesize it. (2) The reactants are: CCCOc1ccc(C)nc1C(=O)O.Cc1cc(C)nc(N2CC3CNCC3C2)n1. Given the product CCCOc1ccc(C)nc1C(=O)N1CC2CN(c3nc(C)cc(C)n3)CC2C1, predict the reactants needed to synthesize it.